Dataset: Reaction yield outcomes from USPTO patents with 853,638 reactions. Task: Predict the reaction yield, written as a fraction of the theoretical maximum amount of product (1.0 means a 100% yield; for example, 0.34 means a 34% yield). (1) The reactants are [N+:1]([C:4]1[CH:5]=[C:6]([C:10]2[O:11][C:12]3[C:13](=[C:15]([C:19]([NH2:21])=[O:20])[CH:16]=[CH:17][CH:18]=3)[N:14]=2)[CH:7]=[CH:8][CH:9]=1)([O-])=O. The catalyst is CO.[Ni]. The product is [NH2:1][C:4]1[CH:5]=[C:6]([C:10]2[O:11][C:12]3[C:13](=[C:15]([C:19]([NH2:21])=[O:20])[CH:16]=[CH:17][CH:18]=3)[N:14]=2)[CH:7]=[CH:8][CH:9]=1. The yield is 0.420. (2) The reactants are [CH3:1][C:2]1[S:3][C:4]([C:8]([OH:10])=O)=[C:5]([CH3:7])[N:6]=1.CN(C)C=O.C(Cl)(=O)C(Cl)=O.[NH2:22][C:23]1[CH:24]=[C:25]([CH:42]=[CH:43][C:44]=1[Cl:45])[O:26][C:27]1[CH:28]=[CH:29][C:30]2[N:31]([CH:33]=[C:34]([NH:36][C:37]([CH:39]3[CH2:41][CH2:40]3)=[O:38])[N:35]=2)[N:32]=1. The catalyst is CN(C)C(=O)C.O1CCCC1. The product is [Cl:45][C:44]1[CH:43]=[CH:42][C:25]([O:26][C:27]2[CH:28]=[CH:29][C:30]3[N:31]([CH:33]=[C:34]([NH:36][C:37]([CH:39]4[CH2:41][CH2:40]4)=[O:38])[N:35]=3)[N:32]=2)=[CH:24][C:23]=1[NH:22][C:8]([C:4]1[S:3][C:2]([CH3:1])=[N:6][C:5]=1[CH3:7])=[O:10]. The yield is 0.490. (3) The reactants are Cl[C:2]1[C:3]2[C:10]([Cl:11])=[CH:9][NH:8][C:4]=2[N:5]=[CH:6][N:7]=1.[CH2:12]1[C:16]2([CH2:21][CH2:20][N:19]([CH2:22][CH2:23][CH2:24][NH:25][C:26](=[O:32])[O:27][C:28]([CH3:31])([CH3:30])[CH3:29])[CH2:18][CH2:17]2)[CH2:15][CH2:14][NH:13]1.CCN(C(C)C)C(C)C.C(OCC)(=O)C. The catalyst is CS(C)=O. The product is [Cl:11][C:10]1[C:3]2[C:2]([N:13]3[CH2:14][CH2:15][C:16]4([CH2:21][CH2:20][N:19]([CH2:22][CH2:23][CH2:24][NH:25][C:26](=[O:32])[O:27][C:28]([CH3:30])([CH3:29])[CH3:31])[CH2:18][CH2:17]4)[CH2:12]3)=[N:7][CH:6]=[N:5][C:4]=2[NH:8][CH:9]=1. The yield is 0.280. (4) The reactants are [OH:1][C@@:2]1([C:9]#[C:10][C:11]2[CH:12]=[C:13]([N:17]3[C:21]4=[CH:22][N:23]=[C:24]([CH3:26])[CH:25]=[C:20]4[C:19]([C:27]([O:29]C)=O)=[N:18]3)[CH:14]=[CH:15][CH:16]=2)[CH2:6][CH2:5][N:4]([CH3:7])[C:3]1=[O:8].[NH3:31]. No catalyst specified. The product is [OH:1][C@@:2]1([C:9]#[C:10][C:11]2[CH:12]=[C:13]([N:17]3[C:21]4=[CH:22][N:23]=[C:24]([CH3:26])[CH:25]=[C:20]4[C:19]([C:27]([NH2:31])=[O:29])=[N:18]3)[CH:14]=[CH:15][CH:16]=2)[CH2:6][CH2:5][N:4]([CH3:7])[C:3]1=[O:8]. The yield is 0.280. (5) The product is [Cl:1][C:2]1[CH:3]=[CH:4][C:5]([NH:8][C:9]2[N:10]=[CH:11][C:12]([CH2:15][OH:16])=[CH:13][N:14]=2)=[CH:6][CH:7]=1. The catalyst is C1COCC1.C1(C)C=CC=CC=1. The reactants are [Cl:1][C:2]1[CH:7]=[CH:6][C:5]([NH:8][C:9]2[N:14]=[CH:13][C:12]([C:15](OCC)=[O:16])=[CH:11][N:10]=2)=[CH:4][CH:3]=1.CC(C[AlH]CC(C)C)C. The yield is 0.710. (6) The product is [CH2:52]([N:29]([CH2:27][CH3:28])[C:30](=[O:51])[C:31]1[CH:32]=[CH:33][C:34]([N:37]([CH2:44][C:45]2[CH:46]=[CH:47][CH:48]=[CH:49][CH:50]=2)[CH:38]2[CH2:43][CH2:42][N:41]([CH2:6][CH:5]=[CH2:4])[CH2:40][CH2:39]2)=[CH:35][CH:36]=1)[CH3:53]. The reactants are C(N(CC)[C:4](=O)[C:5]1C=CC(N(C2C=CC=CC=2)C2CCNCC2)=C[CH:6]=1)C.[CH2:27]([N:29]([CH2:52][CH3:53])[C:30](=[O:51])[C:31]1[CH:36]=[CH:35][C:34]([N:37]([CH2:44][C:45]2[CH:50]=[CH:49][CH:48]=[CH:47][CH:46]=2)[CH:38]2[CH2:43][CH2:42][NH:41][CH2:40][CH2:39]2)=[CH:33][CH:32]=1)[CH3:28].C(=O)([O-])[O-].[K+].[K+].C(Br)C=C. The yield is 0.400. The catalyst is C(#N)C.O. (7) The reactants are [H-].[Na+].CS(C)=O.[I-].[CH3:8][S+](C)C.[Cl:12][C:13]1[CH:18]=[CH:17][C:16]([C:19]([C:21]2[CH:26]=[CH:25][C:24]([I:27])=[CH:23][CH:22]=2)=[O:20])=[CH:15][CH:14]=1. The catalyst is C(OCC)(=O)C. The product is [Cl:12][C:13]1[CH:18]=[CH:17][C:16]([C:19]2([C:21]3[CH:26]=[CH:25][C:24]([I:27])=[CH:23][CH:22]=3)[CH2:8][O:20]2)=[CH:15][CH:14]=1. The yield is 0.970.